From a dataset of TCR-epitope binding with 47,182 pairs between 192 epitopes and 23,139 TCRs. Binary Classification. Given a T-cell receptor sequence (or CDR3 region) and an epitope sequence, predict whether binding occurs between them. (1) The epitope is IPIQASLPF. The TCR CDR3 sequence is CASSAAGELETQYF. Result: 0 (the TCR does not bind to the epitope). (2) The epitope is IYSKHTPINL. The TCR CDR3 sequence is CASRAGTSNTGELFF. Result: 0 (the TCR does not bind to the epitope). (3) The TCR CDR3 sequence is CASSFMQGDSPLHF. The epitope is GVAMPNLYK. Result: 0 (the TCR does not bind to the epitope). (4) The epitope is RQLLFVVEV. The TCR CDR3 sequence is CASAPPSTSGDTQYF. Result: 1 (the TCR binds to the epitope). (5) The epitope is NQKLIANQF. The TCR CDR3 sequence is CASSLRAGYTF. Result: 0 (the TCR does not bind to the epitope). (6) The epitope is ALSKGVHFV. The TCR CDR3 sequence is CASSPGVAGSSYNEQFF. Result: 0 (the TCR does not bind to the epitope). (7) The epitope is TLIGDCATV. The TCR CDR3 sequence is CASSEWGGNEQFF. Result: 1 (the TCR binds to the epitope). (8) The epitope is PROT_97E67BCC. The TCR CDR3 sequence is CASQRGARGGNQPQHF. Result: 1 (the TCR binds to the epitope).